Dataset: Reaction yield outcomes from USPTO patents with 853,638 reactions. Task: Predict the reaction yield, written as a fraction of the theoretical maximum amount of product (1.0 means a 100% yield; for example, 0.34 means a 34% yield). The reactants are [CH3:1][O:2][C:3]1[CH:4]=[C:5]2[C:10](=[CH:11][C:12]=1[O:13][CH3:14])[N:9]=[CH:8][CH:7]=[C:6]2[O:15][C:16]1[CH:22]=[CH:21][C:19]([NH2:20])=[C:18]([O:23][CH3:24])[CH:17]=1.C(N(CC)CC)C.ClC(Cl)(O[C:36](=[O:42])OC(Cl)(Cl)Cl)Cl.[F:44][C:45]1[CH:50]=[CH:49][C:48]([C@@H:51]([NH2:53])[CH3:52])=[CH:47][CH:46]=1. The catalyst is C(Cl)(Cl)Cl. The product is [CH3:1][O:2][C:3]1[CH:4]=[C:5]2[C:10](=[CH:11][C:12]=1[O:13][CH3:14])[N:9]=[CH:8][CH:7]=[C:6]2[O:15][C:16]1[CH:22]=[CH:21][C:19]([NH:20][C:36]([NH:53][C@H:51]([C:48]2[CH:49]=[CH:50][C:45]([F:44])=[CH:46][CH:47]=2)[CH3:52])=[O:42])=[C:18]([O:23][CH3:24])[CH:17]=1. The yield is 0.980.